This data is from Full USPTO retrosynthesis dataset with 1.9M reactions from patents (1976-2016). The task is: Predict the reactants needed to synthesize the given product. (1) The reactants are: [CH:1]1([C:7]2[C:8]3[CH:9]=[CH:10][C:11]([C:33]([O:35]C)=[O:34])=[CH:12][C:13]=3[N:14]3[C:21]=2[C:20]2[CH:22]=[CH:23][CH:24]=[CH:25][C:19]=2[O:18][CH2:17][C:16]2([CH2:30][O:29]C(C)(C)O[CH2:26]2)[CH2:15]3)[CH2:6][CH2:5][CH2:4][CH2:3][CH2:2]1.S(OS(C(F)(F)F)(=O)=O)(C(F)(F)F)(=O)=O.CCN(C(C)C)C(C)C.C(N)(C)C. Given the product [CH:1]1([C:7]2[C:8]3[CH:9]=[CH:10][C:11]([C:33]([OH:35])=[O:34])=[CH:12][C:13]=3[N:14]3[C:21]=2[C:20]2[CH:22]=[CH:23][CH:24]=[CH:25][C:19]=2[O:18][CH2:17][C:16]2([CH2:30][O:29][CH2:26]2)[CH2:15]3)[CH2:6][CH2:5][CH2:4][CH2:3][CH2:2]1, predict the reactants needed to synthesize it. (2) Given the product [CH3:12][O:11][C:6]1[N:5]=[C:4]2[S:3][C:2]([NH:1][C:18]([C:14]3[S:13][CH:17]=[CH:16][CH:15]=3)=[O:19])=[N:10][C:9]2=[CH:8][CH:7]=1, predict the reactants needed to synthesize it. The reactants are: [NH2:1][C:2]1[S:3][C:4]2[C:9]([N:10]=1)=[CH:8][CH:7]=[C:6]([O:11][CH3:12])[N:5]=2.[S:13]1[CH:17]=[CH:16][CH:15]=[C:14]1[C:18](Cl)=[O:19]. (3) The reactants are: C([Li])CCC.[Br:6][C:7]1[CH:12]=[CH:11][C:10]([Br:13])=[CH:9][C:8]=1[C:14]([F:17])([F:16])[F:15].C[N:19]([CH3:22])C=O.Cl.N[OH:25]. Given the product [Br:6][C:7]1[CH:12]=[CH:11][C:10]([Br:13])=[CH:9][C:8]=1[C:14]([F:17])([F:15])[F:16].[Br:13][C:10]1[CH:11]=[CH:12][C:7]([CH:22]=[N:19][OH:25])=[C:8]([C:14]([F:17])([F:16])[F:15])[CH:9]=1, predict the reactants needed to synthesize it. (4) Given the product [NH2:34][C:35]1[C:40]([C:41]#[N:42])=[C:39]([NH:14][C@H:15]([C:17]2[N:21]([C:22]3[CH:26]=[CH:25][N:24]([CH3:27])[N:23]=3)[C:20]3[CH:28]=[C:29]([F:32])[CH:30]=[CH:31][C:19]=3[N:18]=2)[CH3:16])[N:38]=[CH:37][N:36]=1, predict the reactants needed to synthesize it. The reactants are: C(O)(C(F)(F)F)=O.C(OC(=O)[NH:14][C@H:15]([C:17]1[N:21]([C:22]2[CH:26]=[CH:25][N:24]([CH3:27])[N:23]=2)[C:20]2[CH:28]=[C:29]([F:32])[CH:30]=[CH:31][C:19]=2[N:18]=1)[CH3:16])(C)(C)C.[NH2:34][C:35]1[C:40]([C:41]#[N:42])=[C:39](Cl)[N:38]=[CH:37][N:36]=1.CCN(C(C)C)C(C)C. (5) Given the product [Cl:46][C:45]1[C:40]([NH:39][C:34]2[CH:35]=[CH:36][CH:37]=[CH:38][C:33]=2[S:30]([N:27]2[CH2:28][CH2:29][CH:25]([OH:24])[CH2:26]2)(=[O:31])=[O:32])=[N:41][C:42]([NH:1][C:2]2[C:16]([O:17][CH3:18])=[CH:15][C:5]3[CH2:6][CH2:7][N:8]([CH2:11][CH:12]([OH:14])[CH3:13])[CH2:9][CH2:10][C:4]=3[CH:3]=2)=[N:43][CH:44]=1, predict the reactants needed to synthesize it. The reactants are: [NH2:1][C:2]1[C:16]([O:17][CH3:18])=[CH:15][C:5]2[CH2:6][CH2:7][N:8]([CH2:11][CH:12]([OH:14])[CH3:13])[CH2:9][CH2:10][C:4]=2[CH:3]=1.C([Si](C)(C)[O:24][CH:25]1[CH2:29][CH2:28][N:27]([S:30]([C:33]2[CH:38]=[CH:37][CH:36]=[CH:35][C:34]=2[NH:39][C:40]2[C:45]([Cl:46])=[CH:44][N:43]=[C:42](Cl)[N:41]=2)(=[O:32])=[O:31])[CH2:26]1)(C)(C)C. (6) Given the product [C:21]([CH2:20][CH:19]([NH:18][C:15]([C:7]1[CH:6]=[CH:5][C:4]([CH:1]2[CH2:2][CH2:3]2)=[C:9]([O:10][CH2:11][CH:12]2[CH2:13][CH2:14]2)[N:8]=1)=[O:17])[C:24]([F:27])([F:26])[F:25])(=[O:22])[NH2:23], predict the reactants needed to synthesize it. The reactants are: [CH:1]1([C:4]2[CH:5]=[CH:6][C:7]([C:15]([OH:17])=O)=[N:8][C:9]=2[O:10][CH2:11][CH:12]2[CH2:14][CH2:13]2)[CH2:3][CH2:2]1.[NH2:18][CH:19]([C:24]([F:27])([F:26])[F:25])[CH2:20][C:21]([NH2:23])=[O:22]. (7) Given the product [Br:1][C:2]1[CH:3]=[C:4]([C:8]2[CH:9]=[C:10]([C:11]([CH3:14])([CH3:13])[CH3:12])[N:24]=[C:22]([C:17]3[CH:18]=[CH:19][CH:20]=[CH:21][N:16]=3)[N:23]=2)[CH:5]=[N:6][CH:7]=1, predict the reactants needed to synthesize it. The reactants are: [Br:1][C:2]1[CH:3]=[C:4]([C:8]#[C:9][C:10](=O)[C:11]([CH3:14])([CH3:13])[CH3:12])[CH:5]=[N:6][CH:7]=1.[N:16]1[CH:21]=[CH:20][CH:19]=[CH:18][C:17]=1[C:22]([NH2:24])=[NH:23].C([O-])([O-])=O.[Na+].[Na+]. (8) Given the product [I:1][C:2]1[CH:3]=[C:4]([CH:7]=[CH:8][CH:9]=1)[CH:5]=[O:6], predict the reactants needed to synthesize it. The reactants are: [I:1][C:2]1[CH:3]=[C:4]([CH:7]=[CH:8][CH:9]=1)[CH2:5][OH:6].C[N+]1([O-])CCOCC1.C(OCC)(=O)C. (9) Given the product [CH2:38]([N:35]1[CH:36]=[CH:37][C:32]([C:15]2[CH:14]=[CH:13][C:3]([O:4][C:5]3[C:6]([CH3:12])=[N:7][C:8]([CH3:11])=[CH:9][CH:10]=3)=[C:2]([F:1])[CH:16]=2)=[C:33]([C:43]#[N:44])[C:34]1=[O:42])[CH2:39][CH2:40][CH3:41], predict the reactants needed to synthesize it. The reactants are: [F:1][C:2]1[CH:16]=[C:15](B2OC(C)(C)C(C)(C)O2)[CH:14]=[CH:13][C:3]=1[O:4][C:5]1[C:6]([CH3:12])=[N:7][C:8]([CH3:11])=[CH:9][CH:10]=1.C([O-])(O)=O.[Na+].Br[C:32]1[CH:37]=[CH:36][N:35]([CH2:38][CH2:39][CH2:40][CH3:41])[C:34](=[O:42])[C:33]=1[C:43]#[N:44]. (10) Given the product [Br:1][C:2]1[CH:7]=[C:6]([C:8]2([NH:16][C:25](=[O:26])[CH2:24][Cl:23])[CH2:13][O:12][C:11]([CH3:14])([CH3:15])[O:10][CH2:9]2)[CH:5]=[CH:4][N:3]=1, predict the reactants needed to synthesize it. The reactants are: [Br:1][C:2]1[CH:7]=[C:6]([C:8]2([NH2:16])[CH2:13][O:12][C:11]([CH3:15])([CH3:14])[O:10][CH2:9]2)[CH:5]=[CH:4][N:3]=1.C([O-])([O-])=O.[Na+].[Na+].[Cl:23][CH2:24][C:25](Cl)=[O:26].